Dataset: TCR-epitope binding with 47,182 pairs between 192 epitopes and 23,139 TCRs. Task: Binary Classification. Given a T-cell receptor sequence (or CDR3 region) and an epitope sequence, predict whether binding occurs between them. (1) The epitope is LLSAGIFGA. The TCR CDR3 sequence is CSASLTGVGQPQHF. Result: 0 (the TCR does not bind to the epitope). (2) The epitope is ATDALMTGY. The TCR CDR3 sequence is CATSDHSSYNEQFF. Result: 0 (the TCR does not bind to the epitope). (3) The epitope is AYAQKIFKI. The TCR CDR3 sequence is CASSYSQVAGELETQYF. Result: 0 (the TCR does not bind to the epitope). (4) The epitope is ISPRTLNAW. The TCR CDR3 sequence is CASSGTQVQPQHF. Result: 1 (the TCR binds to the epitope). (5) The epitope is TVYDPLQPELDSFK. The TCR CDR3 sequence is CSVESRDDYEQYF. Result: 0 (the TCR does not bind to the epitope). (6) The epitope is YLDAYNMMI. The TCR CDR3 sequence is CASSFGGGAYYEQYF. Result: 0 (the TCR does not bind to the epitope).